Dataset: Full USPTO retrosynthesis dataset with 1.9M reactions from patents (1976-2016). Task: Predict the reactants needed to synthesize the given product. Given the product [OH:4][C:5]1[CH:10]=[C:9]([OH:11])[CH:8]=[CH:7][C:6]=1[C:13]1[CH:18]=[CH:17][CH:16]=[C:15]([C:19]([NH:21][C:22]2[CH:27]=[CH:26][CH:25]=[CH:24][C:23]=2[C:28]2[S:32][C:31]([CH2:33][C:34]([OH:36])=[O:35])=[CH:30][CH:29]=2)=[O:20])[CH:14]=1.[CH3:43][O:36][C:34](=[O:35])[CH2:33][C:31]1[S:32][C:28]([C:23]2[CH:24]=[CH:25][CH:26]=[CH:27][C:22]=2[NH:21][C:19]([C:15]2[CH:14]=[C:13]([C:6]3[CH:7]=[CH:8][C:9]([OH:11])=[CH:10][C:5]=3[OH:4])[CH:18]=[CH:17][CH:16]=2)=[O:20])=[CH:29][CH:30]=1, predict the reactants needed to synthesize it. The reactants are: N#N.C[O:4][C:5]1[CH:10]=[C:9]([O:11]C)[CH:8]=[CH:7][C:6]=1[C:13]1[CH:18]=[CH:17][CH:16]=[C:15]([C:19]([NH:21][C:22]2[CH:27]=[CH:26][CH:25]=[CH:24][C:23]=2[C:28]2[S:32][C:31]([CH2:33][C:34]([OH:36])=[O:35])=[CH:30][CH:29]=2)=[O:20])[CH:14]=1.B(Br)(Br)Br.O.Cl[CH2:43]Cl.